Task: Predict the reaction yield, written as a fraction of the theoretical maximum amount of product (1.0 means a 100% yield; for example, 0.34 means a 34% yield).. Dataset: Reaction yield outcomes from USPTO patents with 853,638 reactions (1) The reactants are [OH-].[B+3].[Na+].[OH-].[OH-].[OH-].CN(C=O)C.[CH:12]12[CH2:18][CH:15]([CH:16]=[CH:17]1)[CH:14]1[C:19]([O:21][C:22](=O)[CH:13]21)=[O:20].S(=O)(=O)(O)O. The catalyst is O. The product is [C:15]12[CH2:18][CH:12]([CH2:17][CH2:16]1)[CH:13]1[C:14]=2[C:19](=[O:20])[O:21][CH2:22]1. The yield is 0.900. (2) The reactants are [CH3:1][NH:2][C:3](=[O:5])[CH3:4].C=O.[C:8]([OH:11])(=[O:10])[CH3:9]. No catalyst specified. The product is [C:3]([N:2]([CH2:9][C:8]([OH:11])=[O:10])[CH3:1])(=[O:5])[CH3:4]. The yield is 0.920. (3) The reactants are [CH2:1]([NH:3][C:4]([NH:6][C:7]1[CH:12]=[CH:11][C:10](NC2N=C(N[C:10]3[CH:11]=[CH:12][C:7]([NH:6][C:4]([NH:3][CH2:1][CH3:2])=[O:5])=[CH:8][CH:9]=3)C(F)=CN=2)=[CH:9][CH:8]=1)=[O:5])[CH3:2].[NH2:34]C1C=CC=C(N)C=1.C(N=C=O)C.C(=O)([O-])[O-].[K+].[K+]. No catalyst specified. The product is [CH2:1]([NH:3][C:4]([NH:6][C:7]1[CH:12]=[C:11]([CH:10]=[CH:9][CH:8]=1)[NH2:34])=[O:5])[CH3:2]. The yield is 0.830. (4) The reactants are [CH:1]1([C:4]2[CH:5]=[C:6]3[C:12]([C:13]([O:15][CH3:16])=[O:14])=[N:11][NH:10][C:7]3=[N:8][CH:9]=2)[CH2:3][CH2:2]1.[Br:17][C:18]1[CH:19]=[C:20](B(O)O)[CH:21]=[CH:22][CH:23]=1. No catalyst specified. The product is [Br:17][C:18]1[CH:23]=[C:22]([N:10]2[C:7]3=[N:8][CH:9]=[C:4]([CH:1]4[CH2:2][CH2:3]4)[CH:5]=[C:6]3[C:12]([C:13]([O:15][CH3:16])=[O:14])=[N:11]2)[CH:21]=[CH:20][CH:19]=1. The yield is 0.570.